Dataset: Catalyst prediction with 721,799 reactions and 888 catalyst types from USPTO. Task: Predict which catalyst facilitates the given reaction. Reactant: [Br:1][C:2]1[CH:7]=[C:6]([O:8]C)[CH:5]=[C:4]([O:10]C)[CH:3]=1.B(Br)(Br)Br.CO.C([O-])(O)=O.[Na+]. Product: [Br:1][C:2]1[CH:7]=[C:6]([OH:8])[CH:5]=[C:4]([OH:10])[CH:3]=1. The catalyst class is: 46.